Dataset: Forward reaction prediction with 1.9M reactions from USPTO patents (1976-2016). Task: Predict the product of the given reaction. (1) Given the reactants [CH:1]1N=C[N:3]([C:6]([N:8]2C=N[CH:10]=[CH:9]2)=[O:7])[CH:2]=1.[CH3:13][O:14][C:15]1[CH:16]=C([CH:20]=[C:21]([O:25][CH3:26])[C:22]=1[O:23][CH3:24])CN.NC1[CH:36]=[CH:35][C:31]([C:32]([OH:34])=[O:33])=[CH:30][CH:29]=1, predict the reaction product. The product is: [CH3:26][O:25][C:21]1[CH:20]=[C:10]([CH:16]=[C:15]([O:14][CH3:13])[C:22]=1[O:23][CH3:24])[CH2:9][NH:8][C:6](=[O:7])[NH:3][CH2:2][C:1]1[CH:36]=[CH:35][C:31]([C:32]([OH:34])=[O:33])=[CH:30][CH:29]=1. (2) Given the reactants [Cl:1][C:2]1[CH:3]=[C:4]([CH:7]=[C:8](B2OC(C)(C)C(C)(C)O2)[CH:9]=1)[C:5]#[N:6].Br[C:20]1[CH:37]=[C:36]2[C:23]([CH2:24][CH2:25][C:26]3([C:29]42[N:33]=[C:32]([NH2:34])[C:31]([CH3:35])=[N:30]4)[CH2:28][CH2:27]3)=[CH:22][CH:21]=1, predict the reaction product. The product is: [NH2:34][C:32]1[C:31]([CH3:35])=[N:30][C:29]2([C:36]3[C:23](=[CH:22][CH:21]=[C:20]([C:8]4[CH:7]=[C:4]([CH:3]=[C:2]([Cl:1])[CH:9]=4)[C:5]#[N:6])[CH:37]=3)[CH2:24][CH2:25][C:26]32[CH2:27][CH2:28]3)[N:33]=1. (3) Given the reactants [O:1]=[C:2]1[C:10]2[C:5](=[CH:6][CH:7]=[CH:8][CH:9]=2)[C:4](=[O:11])[N:3]1[CH:12]([CH2:21][CH:22]([CH3:24])[CH3:23])[C:13]([NH:15][C:16]1S[CH:18]=[CH:19][N:20]=1)=[O:14].N[C:26]1[CH:31]=CC=CN=1, predict the reaction product. The product is: [O:1]=[C:2]1[C:10]2[C:5](=[CH:6][CH:7]=[CH:8][CH:9]=2)[C:4](=[O:11])[N:3]1[CH:12]([CH2:21][CH:22]([CH3:24])[CH3:23])[C:13]([NH:15][C:16]1[CH:31]=[CH:26][CH:18]=[CH:19][N:20]=1)=[O:14]. (4) Given the reactants [Cl:1][C:2]1[CH:3]=[C:4]2[C:9](=[C:10]([C:12]3[CH:17]=[CH:16][C:15]([CH2:18][CH3:19])=[CH:14][CH:13]=3)[CH:11]=1)[O:8][CH:7]([C:20]([F:23])([F:22])[F:21])[C:6]([C:24]([OH:26])=[O:25])=[CH:5]2.[OH-].[Na+:28], predict the reaction product. The product is: [Cl:1][C:2]1[CH:3]=[C:4]2[C:9](=[C:10]([C:12]3[CH:13]=[CH:14][C:15]([CH2:18][CH3:19])=[CH:16][CH:17]=3)[CH:11]=1)[O:8][CH:7]([C:20]([F:23])([F:21])[F:22])[C:6]([C:24]([O-:26])=[O:25])=[CH:5]2.[Na+:28]. (5) The product is: [Br:23][C:24]1[C:25]([CH3:38])=[C:26]([CH3:37])[C:27]2[O:31][C:30]([CH2:32][N:8]3[CH2:9][CH2:10][C:5]4([O:4][CH2:3][CH2:2][O:1]4)[CH2:6][CH2:7]3)([CH3:33])[CH2:29][C:28]=2[C:35]=1[CH3:36]. Given the reactants [O:1]1[C:5]2([CH2:10][CH2:9][NH:8][CH2:7][CH2:6]2)[O:4][CH2:3][CH2:2]1.C(=O)([O-])[O-].[K+].[K+].CC(N(C)C)=O.[Br:23][C:24]1[C:25]([CH3:38])=[C:26]([CH3:37])[C:27]2[O:31][C:30]([CH2:33]I)([CH3:32])[CH2:29][C:28]=2[C:35]=1[CH3:36], predict the reaction product. (6) Given the reactants [NH2:1][CH2:2][CH2:3][C:4]([C:16]1[CH:21]=[CH:20][C:19]([Cl:22])=[C:18]([Cl:23])[CH:17]=1)([OH:15])[CH2:5][O:6][C:7]1[CH:12]=[CH:11][C:10]([O:13][CH3:14])=[CH:9][CH:8]=1.S([O-])([O-])(=O)=O.[Mg+2].[CH:30](=O)[C:31]1[CH:36]=[CH:35][CH:34]=[CH:33][CH:32]=1.[BH4-].[Na+], predict the reaction product. The product is: [CH2:30]([NH:1][CH2:2][CH2:3][C:4]([C:16]1[CH:21]=[CH:20][C:19]([Cl:22])=[C:18]([Cl:23])[CH:17]=1)([OH:15])[CH2:5][O:6][C:7]1[CH:12]=[CH:11][C:10]([O:13][CH3:14])=[CH:9][CH:8]=1)[C:31]1[CH:36]=[CH:35][CH:34]=[CH:33][CH:32]=1. (7) Given the reactants [C:1]1([C:21]2[CH:26]=[CH:25][CH:24]=[CH:23][CH:22]=2)[CH:6]=[CH:5][C:4]([C:7]([N:9]2[CH2:13][C:12](=[N:14][O:15][CH3:16])[CH2:11][C@H:10]2[C:17](=[N:19][OH:20])[NH2:18])=[O:8])=[CH:3][CH:2]=1.[CH3:27][N:28]1[CH2:33][CH2:32][CH2:31][CH:30]([C:34](O)=O)[CH2:29]1, predict the reaction product. The product is: [CH3:16][O:15][N:14]=[C:12]1[CH2:11][CH:10]([C:17]2[N:18]=[C:34]([CH:30]3[CH2:31][CH2:32][CH2:33][N:28]([CH3:27])[CH2:29]3)[O:20][N:19]=2)[N:9]([C:7]([C:4]2[CH:3]=[CH:2][C:1]([C:21]3[CH:26]=[CH:25][CH:24]=[CH:23][CH:22]=3)=[CH:6][CH:5]=2)=[O:8])[CH2:13]1. (8) Given the reactants [CH2:1]([CH:8]([CH2:21][OH:22])[CH2:9][C@H:10]([NH:13][C:14](=[O:20])[O:15][C:16]([CH3:19])([CH3:18])[CH3:17])[CH2:11][OH:12])[C:2]1[CH:7]=[CH:6][CH:5]=[CH:4][CH:3]=1.[CH3:23][S:24](Cl)(=[O:26])=[O:25], predict the reaction product. The product is: [CH3:23][S:24]([O:12][CH2:11][C@@H:10]([NH:13][C:14]([O:15][C:16]([CH3:17])([CH3:18])[CH3:19])=[O:20])[CH2:9][CH:8]([CH2:1][C:2]1[CH:3]=[CH:4][CH:5]=[CH:6][CH:7]=1)[CH2:21][O:22][S:24]([CH3:23])(=[O:26])=[O:25])(=[O:26])=[O:25]. (9) Given the reactants [F:1][C:2]1[CH:3]=[C:4]([NH:9][C:10]2[C:15]([C:16]([NH:18][CH:19]3[CH2:24][CH2:23][N:22]([C:25]([O:27][C:28]([CH3:31])([CH3:30])[CH3:29])=[O:26])[CH2:21][CH2:20]3)=[O:17])=[CH:14][C:13]([F:32])=[CH:12][N:11]=2)[CH:5]=[CH:6][C:7]=1[F:8].[C:33](N1C=CN=C1)(N1C=CN=C1)=[O:34].[H-].[Na+].O, predict the reaction product. The product is: [F:1][C:2]1[CH:3]=[C:4]([N:9]2[C:10]3[N:11]=[CH:12][C:13]([F:32])=[CH:14][C:15]=3[C:16](=[O:17])[N:18]([CH:19]3[CH2:24][CH2:23][N:22]([C:25]([O:27][C:28]([CH3:29])([CH3:31])[CH3:30])=[O:26])[CH2:21][CH2:20]3)[C:33]2=[O:34])[CH:5]=[CH:6][C:7]=1[F:8]. (10) Given the reactants [Cl:1][C:2]1[CH:9]=[C:8]([NH:10][C@H:11]2[CH2:15][CH2:14][N:13]([CH2:16][C:17]3[S:18][C:19]([CH3:22])=[CH:20][CH:21]=3)[CH2:12]2)[CH:7]=[CH:6][C:3]=1[C:4]#[N:5].Br[CH2:24][C:25]1[CH:30]=[CH:29][CH:28]=[CH:27][C:26]=1[Cl:31], predict the reaction product. The product is: [Cl:1][C:2]1[CH:9]=[C:8]([N:10]([CH2:24][C:25]2[CH:30]=[CH:29][CH:28]=[CH:27][C:26]=2[Cl:31])[C@H:11]2[CH2:15][CH2:14][N:13]([CH2:16][C:17]3[S:18][C:19]([CH3:22])=[CH:20][CH:21]=3)[CH2:12]2)[CH:7]=[CH:6][C:3]=1[C:4]#[N:5].